Predict the reaction yield, written as a fraction of the theoretical maximum amount of product (1.0 means a 100% yield; for example, 0.34 means a 34% yield). From a dataset of Reaction yield outcomes from USPTO patents with 853,638 reactions. (1) The reactants are Cl.Cl.[CH3:3][C:4]1([CH3:21])[CH2:8][C:7]2([CH2:13][N:12]([CH:14]3[CH2:19][CH2:18][NH:17][CH2:16][CH2:15]3)[CH2:11][CH2:10][O:9]2)[C:6](=[O:20])[O:5]1.[C:22]([O:26][C:27]([NH:29][C:30]1[S:31][C:32]([C:38]2[CH:43]=[CH:42][CH:41]=[CH:40][CH:39]=2)=[CH:33][C:34]=1[C:35](O)=[O:36])=[O:28])([CH3:25])([CH3:24])[CH3:23]. No catalyst specified. The product is [C:22]([O:26][C:27](=[O:28])[NH:29][C:30]1[S:31][C:32]([C:38]2[CH:39]=[CH:40][CH:41]=[CH:42][CH:43]=2)=[CH:33][C:34]=1[C:35]([N:17]1[CH2:18][CH2:19][CH:14]([N:12]2[CH2:13][C:7]3([C:6](=[O:20])[O:5][C:4]([CH3:21])([CH3:3])[CH2:8]3)[O:9][CH2:10][CH2:11]2)[CH2:15][CH2:16]1)=[O:36])([CH3:25])([CH3:23])[CH3:24]. The yield is 0.680. (2) The reactants are [F:1][C:2]1[CH:3]=[C:4]2[C:9](=[C:10]([NH2:12])[CH:11]=1)[N:8]=[CH:7][CH:6]=[CH:5]2.[N:13]1[CH:18]=[CH:17][CH:16]=[C:15]([S:19](Cl)(=[O:21])=[O:20])[CH:14]=1. The catalyst is CN(C1C=CN=CC=1)C. The product is [F:1][C:2]1[CH:3]=[C:4]2[C:9](=[C:10]([NH:12][S:19]([C:15]3[CH:14]=[N:13][CH:18]=[CH:17][CH:16]=3)(=[O:21])=[O:20])[CH:11]=1)[N:8]=[CH:7][CH:6]=[CH:5]2. The yield is 0.320.